Dataset: Full USPTO retrosynthesis dataset with 1.9M reactions from patents (1976-2016). Task: Predict the reactants needed to synthesize the given product. (1) Given the product [OH:2][C:3]1[CH:4]=[C:5]([S:9]([C:12]2[CH:13]=[CH:14][C:15]([C:28]([F:30])([F:31])[F:29])=[C:16]([S:18]([NH:21][CH:22]3[CH2:27][CH2:26][O:25][CH2:24][CH2:23]3)(=[O:19])=[O:20])[CH:17]=2)(=[O:11])=[O:10])[CH:6]=[CH:7][CH:8]=1, predict the reactants needed to synthesize it. The reactants are: C[O:2][C:3]1[CH:4]=[C:5]([S:9]([C:12]2[CH:13]=[CH:14][C:15]([C:28]([F:31])([F:30])[F:29])=[C:16]([S:18]([NH:21][CH:22]3[CH2:27][CH2:26][O:25][CH2:24][CH2:23]3)(=[O:20])=[O:19])[CH:17]=2)(=[O:11])=[O:10])[CH:6]=[CH:7][CH:8]=1.B(Br)(Br)Br. (2) Given the product [NH2:1][C:2]1[N:6]([C:7]2[CH:12]=[CH:11][CH:10]=[CH:9][CH:8]=2)[N:5]=[C:4]([O:13][CH2:14][C:15]([CH3:18])([OH:16])[CH3:17])[CH:3]=1, predict the reactants needed to synthesize it. The reactants are: [NH2:1][C:2]1[N:6]([C:7]2[CH:12]=[CH:11][CH:10]=[CH:9][CH:8]=2)[NH:5][C:4](=[O:13])[CH:3]=1.[CH3:14][C:15]1([CH3:18])[CH2:17][O:16]1.C([O-])([O-])=O.[K+].[K+].